This data is from Catalyst prediction with 721,799 reactions and 888 catalyst types from USPTO. The task is: Predict which catalyst facilitates the given reaction. (1) Reactant: [NH2:1][CH2:2][CH2:3][C:4]1[S:13][C:7]2[N:8]=[CH:9][N:10]=[C:11]([OH:12])[C:6]=2[CH:5]=1.[CH3:14][C:15]([O:18][C:19](O[C:19]([O:18][C:15]([CH3:17])([CH3:16])[CH3:14])=[O:20])=[O:20])([CH3:17])[CH3:16]. Product: [C:19](=[O:20])([O:18][C:15]([CH3:17])([CH3:16])[CH3:14])[O:12][C:11]1[C:6]2[CH:5]=[C:4]([CH2:3][CH2:2][NH:1][C:19]([O:18][C:15]([CH3:16])([CH3:17])[CH3:14])=[O:20])[S:13][C:7]=2[N:8]=[CH:9][N:10]=1. The catalyst class is: 1. (2) Reactant: [NH2:1][C:2]1[N:3]=[C:4]([NH:19][CH:20]2[CH2:25][CH2:24][NH:23][CH2:22][CH2:21]2)[C:5]2[N:11]=[C:10]([C:12]3[CH:17]=[CH:16][C:15]([F:18])=[CH:14][CH:13]=3)[CH:9]=[CH:8][C:6]=2[N:7]=1.CCN(C(C)C)C(C)C.[Cl:35][C:36]1[CH:46]=[CH:45][C:39]([O:40][CH2:41][C:42](Cl)=[O:43])=[CH:38][CH:37]=1. Product: [NH2:1][C:2]1[N:3]=[C:4]([NH:19][CH:20]2[CH2:25][CH2:24][N:23]([C:42](=[O:43])[CH2:41][O:40][C:39]3[CH:45]=[CH:46][C:36]([Cl:35])=[CH:37][CH:38]=3)[CH2:22][CH2:21]2)[C:5]2[N:11]=[C:10]([C:12]3[CH:13]=[CH:14][C:15]([F:18])=[CH:16][CH:17]=3)[CH:9]=[CH:8][C:6]=2[N:7]=1. The catalyst class is: 12. (3) Reactant: [C:1]([C:3]1[CH:4]=[C:5]([N:9]([N:17]([C:21]([NH:23][C:24]2[CH:29]=[CH:28][C:27](I)=[CH:26][CH:25]=2)=[O:22])[CH2:18][CH2:19][CH3:20])[C:10]([O:12][C:13]([CH3:16])([CH3:15])[CH3:14])=[O:11])[CH:6]=[CH:7][CH:8]=1)#[N:2].[C:31]([NH:35][S:36]([C:39]1[CH:44]=[CH:43][CH:42]=[CH:41][C:40]=1B(O)O)(=[O:38])=[O:37])([CH3:34])([CH3:33])[CH3:32].C(=O)([O-])[O-].[Na+].[Na+]. Product: [C:13]([O:12][C:10]([N:9]([C:5]1[CH:6]=[CH:7][CH:8]=[C:3]([C:1]#[N:2])[CH:4]=1)[N:17]([CH2:18][CH2:19][CH3:20])[C:21]([NH:23][C:24]1[CH:29]=[CH:28][C:27]([C:40]2[C:39]([S:36]([NH:35][C:31]([CH3:34])([CH3:33])[CH3:32])(=[O:37])=[O:38])=[CH:44][CH:43]=[CH:42][CH:41]=2)=[CH:26][CH:25]=1)=[O:22])=[O:11])([CH3:16])([CH3:15])[CH3:14]. The catalyst class is: 438. (4) Product: [CH2:1]([O:3][C:4]([N:6]1[CH2:7][CH2:8][N:9]([C:12](=[O:34])[C@@H:13]([NH2:23])[CH2:14][CH2:15][C:16]([O:18][C:19]([CH3:21])([CH3:20])[CH3:22])=[O:17])[CH2:10][CH2:11]1)=[O:5])[CH3:2]. The catalyst class is: 29. Reactant: [CH2:1]([O:3][C:4]([N:6]1[CH2:11][CH2:10][N:9]([C:12](=[O:34])[C@@H:13]([NH:23]C(OCC2C=CC=CC=2)=O)[CH2:14][CH2:15][C:16]([O:18][C:19]([CH3:22])([CH3:21])[CH3:20])=[O:17])[CH2:8][CH2:7]1)=[O:5])[CH3:2]. (5) Reactant: [NH:1]1[C:9]2[C:4](=[N:5][CH:6]=[CH:7][CH:8]=2)[CH:3]=[CH:2]1.[C:10]1([CH3:22])[CH:15]=[C:14]([CH3:16])[CH:13]=[C:12]([CH3:17])[C:11]=1[S:18](Cl)(=[O:20])=[O:19].[H-].[Na+]. Product: [CH3:22][C:10]1[CH:15]=[C:14]([CH3:16])[CH:13]=[C:12]([CH3:17])[C:11]=1[S:18]([N:1]1[C:9]2[C:4](=[N:5][CH:6]=[CH:7][CH:8]=2)[CH:3]=[CH:2]1)(=[O:19])=[O:20]. The catalyst class is: 49. (6) The catalyst class is: 22. Reactant: [C:1]([C:5]1[CH:35]=[CH:34][C:8]([NH:9][C:10]2[C:19]3[C:14](=[CH:15][CH:16]=[CH:17][CH:18]=3)[C:13]([CH2:20][C:21]3[CH:22]=[N:23][C:24]([O:32]C)=[C:25]([C:27]4[O:28][CH:29]=[CH:30][CH:31]=4)[CH:26]=3)=[N:12][N:11]=2)=[CH:7][CH:6]=1)([CH3:4])([CH3:3])[CH3:2].[Si](I)(C)(C)C. Product: [C:1]([C:5]1[CH:6]=[CH:7][C:8]([NH:9][C:10]2[C:19]3[C:14](=[CH:15][CH:16]=[CH:17][CH:18]=3)[C:13]([CH2:20][C:21]3[CH:22]=[N:23][C:24]([OH:32])=[C:25]([C:27]4[O:28][CH:29]=[CH:30][CH:31]=4)[CH:26]=3)=[N:12][N:11]=2)=[CH:34][CH:35]=1)([CH3:4])([CH3:2])[CH3:3]. (7) Reactant: Br[C:2]1[CH:7]=[CH:6][CH:5]=[CH:4][C:3]=1[CH2:8][C:9]([CH3:12])([OH:11])[CH3:10].C([Li])CCC.C([O:21][B:22](OC(C)C)OC(C)C)(C)C.Cl. Product: [CH3:10][C:9]1([CH3:12])[O:11][B:22]([OH:21])[C:2]2[CH:7]=[CH:6][CH:5]=[CH:4][C:3]=2[CH2:8]1. The catalyst class is: 387. (8) Reactant: [F:1][C:2]1[CH:14]=[C:13](F)[C:12]([F:16])=[CH:11][C:3]=1[C:4]([O:6][C:7]([CH3:10])([CH3:9])[CH3:8])=[O:5].[Cl:17][C:18]1[CH:19]=[C:20]([OH:32])[CH:21]=[N:22][C:23]=1[O:24][CH2:25][CH:26]1[CH2:29][C:28]([F:31])([F:30])[CH2:27]1.C(=O)([O-])[O-].[K+].[K+].CCOC(C)=O. Product: [Cl:17][C:18]1[CH:19]=[C:20]([O:32][C:13]2[C:12]([F:16])=[CH:11][C:3]([C:4]([O:6][C:7]([CH3:10])([CH3:9])[CH3:8])=[O:5])=[C:2]([F:1])[CH:14]=2)[CH:21]=[N:22][C:23]=1[O:24][CH2:25][CH:26]1[CH2:27][C:28]([F:30])([F:31])[CH2:29]1. The catalyst class is: 16. (9) Reactant: CN(C)C(=O)C.[S-:7][CH2:8][CH3:9].[Na+].[Cl:11][C:12]1[N:19]=[CH:18][CH:17]=[C:16](Cl)[C:13]=1[C:14]#[N:15]. Product: [Cl:11][C:12]1[N:19]=[CH:18][CH:17]=[C:16]([S:7][CH2:8][CH3:9])[C:13]=1[C:14]#[N:15]. The catalyst class is: 6. (10) Reactant: [I:1][C:2]1[C:11](=[O:12])[C:10]2[C:5](=[C:6]([O:16][CH3:17])[C:7]([N+:13]([O-])=O)=[CH:8][CH:9]=2)[O:4][C:3]=1[C:18]1[CH:23]=[CH:22][CH:21]=[CH:20][CH:19]=1.Cl[Sn]Cl. Product: [NH2:13][C:7]1[C:6]([O:16][CH3:17])=[C:5]2[C:10]([C:11](=[O:12])[C:2]([I:1])=[C:3]([C:18]3[CH:23]=[CH:22][CH:21]=[CH:20][CH:19]=3)[O:4]2)=[CH:9][CH:8]=1. The catalyst class is: 13.